From a dataset of Full USPTO retrosynthesis dataset with 1.9M reactions from patents (1976-2016). Predict the reactants needed to synthesize the given product. (1) Given the product [CH2:7]([C:9]1[C:13]2[N:14]=[C:15]([C:19]3[C:20]([O:26][CH2:27][CH2:28][CH3:29])=[N:21][CH:22]=[C:23]([C:6]#[C:5][Si:2]([CH3:4])([CH3:3])[CH3:1])[CH:24]=3)[NH:16][C:17](=[O:18])[C:12]=2[N:11]([CH2:30][CH2:31][N:32]2[CH2:37][CH2:36][O:35][CH2:34][CH2:33]2)[N:10]=1)[CH3:8], predict the reactants needed to synthesize it. The reactants are: [CH3:1][Si:2]([C:5]#[CH:6])([CH3:4])[CH3:3].[CH2:7]([C:9]1[C:13]2[N:14]=[C:15]([C:19]3[C:20]([O:26][CH2:27][CH2:28][CH3:29])=[N:21][CH:22]=[C:23](I)[CH:24]=3)[NH:16][C:17](=[O:18])[C:12]=2[N:11]([CH2:30][CH2:31][N:32]2[CH2:37][CH2:36][O:35][CH2:34][CH2:33]2)[N:10]=1)[CH3:8].C(#N)C. (2) Given the product [CH2:1]([C:3]([C:13]1[C:21]2[C:16](=[C:17]([CH2:22][OH:23])[CH:18]=[CH:19][CH:20]=2)[NH:15][CH:14]=1)([C:6]1[CH:7]=[CH:8][C:9]([F:12])=[CH:10][CH:11]=1)[CH2:4][CH3:5])[CH3:2], predict the reactants needed to synthesize it. The reactants are: [CH2:1]([C:3]([C:13]1[C:21]2[C:16](=[C:17]([CH:22]=[O:23])[CH:18]=[CH:19][CH:20]=2)[NH:15][CH:14]=1)([C:6]1[CH:11]=[CH:10][C:9]([F:12])=[CH:8][CH:7]=1)[CH2:4][CH3:5])[CH3:2].[BH4-].[Na+].O.C(OCC)(=O)C.